This data is from NCI-60 drug combinations with 297,098 pairs across 59 cell lines. The task is: Regression. Given two drug SMILES strings and cell line genomic features, predict the synergy score measuring deviation from expected non-interaction effect. (1) Drug 1: C1=CC(=CC=C1CCCC(=O)O)N(CCCl)CCCl. Drug 2: CC1CCC2CC(C(=CC=CC=CC(CC(C(=O)C(C(C(=CC(C(=O)CC(OC(=O)C3CCCCN3C(=O)C(=O)C1(O2)O)C(C)CC4CCC(C(C4)OC)OCCO)C)C)O)OC)C)C)C)OC. Cell line: CAKI-1. Synergy scores: CSS=51.4, Synergy_ZIP=-10.5, Synergy_Bliss=-7.89, Synergy_Loewe=-1.79, Synergy_HSA=-1.21. (2) Drug 1: C1=CC(=C2C(=C1NCCNCCO)C(=O)C3=C(C=CC(=C3C2=O)O)O)NCCNCCO. Drug 2: COC1=NC(=NC2=C1N=CN2C3C(C(C(O3)CO)O)O)N. Cell line: LOX IMVI. Synergy scores: CSS=42.6, Synergy_ZIP=3.46, Synergy_Bliss=2.19, Synergy_Loewe=-57.6, Synergy_HSA=-1.38. (3) Drug 1: C1=NC2=C(N1)C(=S)N=C(N2)N. Drug 2: C(=O)(N)NO. Cell line: SK-MEL-5. Synergy scores: CSS=30.9, Synergy_ZIP=0.588, Synergy_Bliss=2.87, Synergy_Loewe=-20.7, Synergy_HSA=-0.531. (4) Drug 1: CCC1=CC2CC(C3=C(CN(C2)C1)C4=CC=CC=C4N3)(C5=C(C=C6C(=C5)C78CCN9C7C(C=CC9)(C(C(C8N6C)(C(=O)OC)O)OC(=O)C)CC)OC)C(=O)OC.C(C(C(=O)O)O)(C(=O)O)O. Drug 2: CC1=CC=C(C=C1)C2=CC(=NN2C3=CC=C(C=C3)S(=O)(=O)N)C(F)(F)F. Cell line: RXF 393. Synergy scores: CSS=24.7, Synergy_ZIP=-0.138, Synergy_Bliss=-0.410, Synergy_Loewe=-26.5, Synergy_HSA=0.608. (5) Drug 1: C1CCC(CC1)NC(=O)N(CCCl)N=O. Drug 2: CN(CCCl)CCCl.Cl. Cell line: KM12. Synergy scores: CSS=15.6, Synergy_ZIP=-8.02, Synergy_Bliss=-6.94, Synergy_Loewe=-2.18, Synergy_HSA=-1.74. (6) Drug 1: C1CN(P(=O)(OC1)NCCCl)CCCl. Drug 2: C1C(C(OC1N2C=NC(=NC2=O)N)CO)O. Cell line: NCI-H522. Synergy scores: CSS=10.1, Synergy_ZIP=-4.28, Synergy_Bliss=-3.53, Synergy_Loewe=-49.3, Synergy_HSA=-7.13.